From a dataset of Catalyst prediction with 721,799 reactions and 888 catalyst types from USPTO. Predict which catalyst facilitates the given reaction. (1) Reactant: [CH3:1][O:2][CH2:3][C:4]1[CH:10]=[CH:9][CH:8]=[CH:7][C:5]=1[NH2:6].[N:11]([O-])=O.[Na+].[OH-].[Na+]. Product: [CH3:1][O:2][CH2:3][C:4]1[CH:10]=[CH:9][CH:8]=[CH:7][C:5]=1[NH:6][NH2:11]. The catalyst class is: 126. (2) Reactant: [CH3:1][C:2]1[C:3]([CH3:31])=[CH:4][C:5]2[N:14]([CH2:15][CH:16]3[CH2:20][CH2:19][CH2:18][N:17]3C(OC(C)(C)C)=O)[C:13]3[C:8]([C:9](=[O:29])[NH:10][C:11](=[O:28])[N:12]=3)=[N:7][C:6]=2[CH:30]=1.[C:32]([OH:38])([C:34]([F:37])([F:36])[F:35])=[O:33].CC1C(C)=CC2N(CC3CCCN3)C3C(C(=O)NC(=O)N=3)=NC=2C=1. Product: [F:35][C:34]([F:37])([F:36])[C:32]([OH:38])=[O:33].[CH3:1][C:2]1[C:3]([CH3:31])=[CH:4][C:5]2[N:14]([CH2:15][CH:16]3[CH2:20][CH2:19][CH2:18][NH:17]3)[C:13]3[C:8]([C:9](=[O:29])[NH:10][C:11](=[O:28])[N:12]=3)=[N:7][C:6]=2[CH:30]=1. The catalyst class is: 2. (3) Reactant: [F:1][CH2:2][C:3]1[C:4]([C:9]([O:11]C)=O)=[N:5][CH:6]=[CH:7][N:8]=1.[CH2:13]([C:17]1[CH:18]=[C:19]([CH:21]=[CH:22][C:23]=1[C:24]([O:33][CH3:34])([C:29]([F:32])([F:31])[F:30])[C:25]([F:28])([F:27])[F:26])[NH2:20])[CH:14]([CH3:16])[CH3:15].C[O-].[Na+].Cl. Product: [CH2:13]([C:17]1[CH:18]=[C:19]([NH:20][C:9]([C:4]2[C:3]([CH2:2][F:1])=[N:8][CH:7]=[CH:6][N:5]=2)=[O:11])[CH:21]=[CH:22][C:23]=1[C:24]([O:33][CH3:34])([C:25]([F:28])([F:26])[F:27])[C:29]([F:30])([F:31])[F:32])[CH:14]([CH3:16])[CH3:15]. The catalyst class is: 5.